This data is from Forward reaction prediction with 1.9M reactions from USPTO patents (1976-2016). The task is: Predict the product of the given reaction. (1) Given the reactants [Br:1][C:2]1[CH:3]=[C:4]([C@:9]2([CH3:36])[C@H:15]3[C@:13]([C:16](OC)=[O:17])([CH2:14]3)[S:12][C:11]([N:20]([C:29]([O:31][C:32]([CH3:35])([CH3:34])[CH3:33])=[O:30])[CH2:21][O:22][CH2:23][CH2:24][Si:25]([CH3:28])([CH3:27])[CH3:26])=[N:10]2)[C:5]([F:8])=[N:6][CH:7]=1.[BH4-].[Li+].CO, predict the reaction product. The product is: [C:32]([O:31][C:29](=[O:30])[N:20]([C:11]1[S:12][C@:13]2([CH2:16][OH:17])[C@H:15]([C@:9]([C:4]3[C:5]([F:8])=[N:6][CH:7]=[C:2]([Br:1])[CH:3]=3)([CH3:36])[N:10]=1)[CH2:14]2)[CH2:21][O:22][CH2:23][CH2:24][Si:25]([CH3:28])([CH3:27])[CH3:26])([CH3:34])([CH3:33])[CH3:35]. (2) Given the reactants Cl.Br[C:3]1[CH:4]=[C:5]2[C:10](=[CH:11][CH:12]=1)[N:9]=[CH:8][N:7]=[C:6]2[NH:13][C:14]1[CH:19]=[CH:18][C:17]([F:20])=[C:16]([Cl:21])[CH:15]=1.[S:22]1[CH:26]=[CH:25][C:24](B(OC(C)C)OC(C)C)=[CH:23]1, predict the reaction product. The product is: [Cl:21][C:16]1[CH:15]=[C:14]([CH:19]=[CH:18][C:17]=1[F:20])[NH:13][C:6]1[C:5]2[C:10](=[CH:11][CH:12]=[C:3]([C:24]3[CH:25]=[CH:26][S:22][CH:23]=3)[CH:4]=2)[N:9]=[CH:8][N:7]=1. (3) Given the reactants C([N:9]1[C@H:16]2[C@H:12]([N:13]([C:17]([O:19][CH2:20][C:21]3[C:26]([Cl:27])=[CH:25][CH:24]=[C:23]([CH3:28])[C:22]=3[F:29])=[O:18])[CH2:14]C2)[C@@H](O)C1)(=O)C1C=CC=CC=1.C(N1C=CN=C1)(N1C=CN=C1)=O.ClC1C(CO)=C(F)C(C)=CC=1, predict the reaction product. The product is: [N:13]1([C:17]([O:19][CH2:20][C:21]2[C:26]([Cl:27])=[CH:25][CH:24]=[C:23]([CH3:28])[C:22]=2[F:29])=[O:18])[CH:12]=[CH:16][N:9]=[CH:14]1. (4) Given the reactants [H-].[Na+].[F:3][C:4]1[CH:9]=[CH:8][C:7]([CH:10]2[C:18]3[C:13](=[CH:14][C:15]([C:19]#[N:20])=[CH:16][CH:17]=3)[CH2:12][O:11]2)=[CH:6][CH:5]=1.[CH3:21][N:22]([CH3:27])[CH2:23][CH2:24][CH2:25]Cl.CN1CCN(C)C1=O, predict the reaction product. The product is: [CH3:21][N:22]([CH3:27])[CH2:23][CH2:24][CH2:25][C:10]1([C:7]2[CH:8]=[CH:9][C:4]([F:3])=[CH:5][CH:6]=2)[C:18]2[C:13](=[CH:14][C:15]([C:19]#[N:20])=[CH:16][CH:17]=2)[CH2:12][O:11]1. (5) The product is: [CH3:11][O:12][C:13]1[CH:18]=[CH:17][C:16]2[CH2:8][C@H:3]3[C@@H:2]([C:15]=2[C:14]=1[CH3:28])[CH2:7][CH2:6][CH2:5][NH:4]3. Given the reactants Br[C:2]1[C:3]([C:8](O)=O)=[N:4][CH:5]=[CH:6][CH:7]=1.[CH3:11][O:12][C:13]1[C:14]([CH3:28])=[C:15](B2OC(C)(C)C(C)(C)O2)[CH:16]=[CH:17][CH:18]=1, predict the reaction product. (6) The product is: [C:1]([CH:5]1[CH2:14][CH2:13][C:12]2[N:11]=[C:10]3[S:15][C:16]([S:19]([CH3:22])(=[O:21])=[O:20])=[C:17]([OH:24])[C:9]3=[CH:8][C:7]=2[CH2:6]1)([CH3:4])([CH3:3])[CH3:2]. Given the reactants [C:1]([CH:5]1[CH2:14][CH2:13][C:12]2[N:11]=[C:10]3[S:15][C:16]([S:19]([CH3:22])(=[O:21])=[O:20])=[C:17](N)[C:9]3=[CH:8][C:7]=2[CH2:6]1)([CH3:4])([CH3:3])[CH3:2].P(=O)(O)(O)[OH:24], predict the reaction product. (7) The product is: [Cl:1][C:2]1[CH:7]=[C:6]([Cl:8])[C:5]([NH2:9])=[CH:4][C:3]=1[NH2:12]. Given the reactants [Cl:1][C:2]1[CH:7]=[C:6]([Cl:8])[C:5]([N+:9]([O-])=O)=[CH:4][C:3]=1[N+:12]([O-])=O, predict the reaction product. (8) Given the reactants [Cl:1][C:2]1[CH:3]=[C:4]([N:8]2[CH2:13][CH2:12][N:11]([C:14](=O)[CH2:15][CH2:16][N:17]3[C:25](=[O:26])[N:20]4[CH:21]=[CH:22][CH:23]=[CH:24][C:19]4=[N:18]3)[CH2:10][CH2:9]2)[CH:5]=[CH:6][CH:7]=1.[H-].[Al+3].[Li+].[H-].[H-].[H-].O.[OH-].[Na+], predict the reaction product. The product is: [Cl:1][C:2]1[CH:3]=[C:4]([N:8]2[CH2:9][CH2:10][N:11]([CH2:14][CH2:15][CH2:16][N:17]3[C:25](=[O:26])[N:20]4[CH:21]=[CH:22][CH:23]=[CH:24][C:19]4=[N:18]3)[CH2:12][CH2:13]2)[CH:5]=[CH:6][CH:7]=1. (9) The product is: [C:1]([O:5][C:6](=[O:21])[NH:7][C:8]1[CH:13]=[C:12]([O:14][CH3:15])[C:11]([C:16]([F:19])([F:18])[F:17])=[CH:10][C:9]=1[NH:20][C:27](=[O:26])[CH2:28][C:29]([C:31]1[CH:36]=[CH:35][N:34]=[C:33]([C:37]#[N:38])[CH:32]=1)=[O:30])([CH3:4])([CH3:2])[CH3:3]. Given the reactants [C:1]([O:5][C:6](=[O:21])[NH:7][C:8]1[CH:13]=[C:12]([O:14][CH3:15])[C:11]([C:16]([F:19])([F:18])[F:17])=[CH:10][C:9]=1[NH2:20])([CH3:4])([CH3:3])[CH3:2].C([O:26][C:27](=O)[CH2:28][C:29]([C:31]1[CH:36]=[CH:35][N:34]=[C:33]([C:37]#[N:38])[CH:32]=1)=[O:30])(C)(C)C, predict the reaction product. (10) Given the reactants [O:1]1[CH:5]=[N:4][C:3]([C:6]2[CH:11]=[CH:10][C:9]([CH:12]3[CH2:18][O:17][CH2:16][CH2:15][NH:14][CH2:13]3)=[CH:8][CH:7]=2)=[N:2]1.[ClH:19].CC1CCOCCN1.C(N1CC(C2C=CC(C3N=CON=3)=CC=2)COCC1)C1C=CC=CC=1, predict the reaction product. The product is: [ClH:19].[O:1]1[CH:5]=[N:4][C:3]([C:6]2[CH:7]=[CH:8][C:9]([CH:12]3[CH2:18][O:17][CH2:16][CH2:15][NH:14][CH2:13]3)=[CH:10][CH:11]=2)=[N:2]1.